From a dataset of Forward reaction prediction with 1.9M reactions from USPTO patents (1976-2016). Predict the product of the given reaction. (1) Given the reactants [CH3:1][C:2]1[CH:3]=[C:4]2[C:9](=[N:10][CH:11]=1)[N:8]=[C:7]([C:12]([F:15])([F:14])[F:13])[C:6]([C:16]([O:18]CC)=[O:17])=[CH:5]2.[OH-].[Li+], predict the reaction product. The product is: [CH3:1][C:2]1[CH:3]=[C:4]2[C:9](=[N:10][CH:11]=1)[N:8]=[C:7]([C:12]([F:15])([F:13])[F:14])[C:6]([C:16]([OH:18])=[O:17])=[CH:5]2. (2) Given the reactants [Br:1][C:2]1[CH:3]=[C:4]([NH:9][CH:10]([CH2:13][CH3:14])[CH2:11][CH3:12])[C:5]([NH2:8])=[N:6][CH:7]=1.C1N=CN([C:20](N2C=NC=C2)=[O:21])C=1, predict the reaction product. The product is: [Br:1][C:2]1[CH:3]=[C:4]2[N:9]([CH:10]([CH2:13][CH3:14])[CH2:11][CH3:12])[C:20]([OH:21])=[N:8][C:5]2=[N:6][CH:7]=1. (3) The product is: [F:1][C:2]1[CH:10]=[C:9]2[C:5]([CH2:6][CH2:7][N:8]2[CH:11]2[CH2:12][CH2:13][N:14]([C:17]([NH:19][C:20]3[S:21][C:22]([C:25]([NH:30][CH3:29])=[O:27])=[CH:23][N:24]=3)=[O:18])[CH2:15][CH2:16]2)=[CH:4][CH:3]=1. Given the reactants [F:1][C:2]1[CH:10]=[C:9]2[C:5]([CH2:6][CH2:7][N:8]2[CH:11]2[CH2:16][CH2:15][N:14]([C:17]([NH:19][C:20]3[S:21][C:22]([C:25]([O:27]C)=O)=[CH:23][N:24]=3)=[O:18])[CH2:13][CH2:12]2)=[CH:4][CH:3]=1.[CH3:29][NH2:30], predict the reaction product.